From a dataset of Forward reaction prediction with 1.9M reactions from USPTO patents (1976-2016). Predict the product of the given reaction. (1) Given the reactants [Br:1][C:2]1[CH:3]=[C:4]([C:9](=[O:25])[C:10]([C:12]2[CH:17]=[CH:16][C:15]([O:18][CH:19]([F:21])[F:20])=[C:14]([CH2:22][CH2:23][F:24])[CH:13]=2)=[O:11])[CH:5]=[CH:6][C:7]=1F.CN(C=O)C, predict the reaction product. The product is: [Br:1][C:2]1[CH:3]=[C:4]([C:9](=[O:25])[C:10]([C:12]2[CH:17]=[CH:16][C:15]([O:18][CH:19]([F:21])[F:20])=[C:14]([CH2:22][CH2:23][F:24])[CH:13]=2)=[O:11])[CH:5]=[CH:6][C:7]=1[C:3]#[C:2][CH2:7][CH2:6][CH3:5]. (2) Given the reactants [H-].[Na+].[C:3]([O:7][C:8]([N:10]1[CH2:15][CH2:14][C@:13]([OH:30])([C:16]2[CH:21]=[CH:20][C:19]([CH2:22][O:23][CH2:24][C@@H:25]([CH3:29])[CH2:26][O:27][CH3:28])=[CH:18][CH:17]=2)[C@@H:12]([O:31][CH2:32][C:33]2[CH:34]=[CH:35][C:36]3[O:41][CH2:40][CH2:39][N:38]([CH2:42][CH2:43][CH2:44][O:45][CH3:46])[C:37]=3[CH:47]=2)[CH2:11]1)=[O:9])([CH3:6])([CH3:5])[CH3:4].Br[CH2:49][C:50]#[N:51], predict the reaction product. The product is: [C:3]([O:7][C:8]([N:10]1[CH2:15][CH2:14][C@:13]([O:30][CH2:49][C:50]#[N:51])([C:16]2[CH:17]=[CH:18][C:19]([CH2:22][O:23][CH2:24][C@@H:25]([CH3:29])[CH2:26][O:27][CH3:28])=[CH:20][CH:21]=2)[C@@H:12]([O:31][CH2:32][C:33]2[CH:34]=[CH:35][C:36]3[O:41][CH2:40][CH2:39][N:38]([CH2:42][CH2:43][CH2:44][O:45][CH3:46])[C:37]=3[CH:47]=2)[CH2:11]1)=[O:9])([CH3:6])([CH3:4])[CH3:5].